Dataset: Full USPTO retrosynthesis dataset with 1.9M reactions from patents (1976-2016). Task: Predict the reactants needed to synthesize the given product. Given the product [CH3:11][CH:5]([C:1](=[O:4])[CH2:2][CH3:3])[C:6]([O:8][CH2:9][CH3:10])=[O:7], predict the reactants needed to synthesize it. The reactants are: [C:1]([CH2:5][C:6]([O:8][CH2:9][CH3:10])=[O:7])(=[O:4])[CH2:2][CH3:3].[C:11](OCC)(=O)CC(C)=O.